Dataset: Catalyst prediction with 721,799 reactions and 888 catalyst types from USPTO. Task: Predict which catalyst facilitates the given reaction. Reactant: [CH:1]([C:3]1[CH:8]=[CH:7][C:6](OS(C2C=CC(C)=CC=2)(=O)=O)=[CH:5][CH:4]=1)=[O:2].[CH:20]#[C:21][CH2:22][CH2:23][CH2:24][CH2:25][CH3:26]. Product: [C:20]([C:6]1[CH:5]=[CH:4][C:3]([CH:1]=[O:2])=[CH:8][CH:7]=1)#[C:21][CH2:22][CH2:23][CH2:24][CH2:25][CH3:26]. The catalyst class is: 243.